From a dataset of Catalyst prediction with 721,799 reactions and 888 catalyst types from USPTO. Predict which catalyst facilitates the given reaction. (1) Reactant: [CH2:1]([NH:3][CH2:4][C:5]([N:7]1[CH2:12][CH2:11][S:10][C:9]2[CH:13]=[CH:14][C:15]([N+:17]([O-:19])=[O:18])=[CH:16][C:8]1=2)=[O:6])[CH3:2].C(N(CC)CC)C.[C:27](O[C:27]([O:29][C:30]([CH3:33])([CH3:32])[CH3:31])=[O:28])([O:29][C:30]([CH3:33])([CH3:32])[CH3:31])=[O:28]. Product: [CH2:1]([N:3]([CH2:4][C:5]([N:7]1[CH2:12][CH2:11][S:10][C:9]2[CH:13]=[CH:14][C:15]([N+:17]([O-:19])=[O:18])=[CH:16][C:8]1=2)=[O:6])[C:27](=[O:28])[O:29][C:30]([CH3:33])([CH3:32])[CH3:31])[CH3:2]. The catalyst class is: 155. (2) Reactant: [S:1]([N:11]1[C:15]2[N:16]=[CH:17][C:18]3[N:19]([C:20]([C:23]45[CH2:30][CH2:29][C:26]([NH2:31])([CH2:27][CH2:28]4)[CH2:25][CH2:24]5)=[N:21][N:22]=3)[C:14]=2[CH:13]=[CH:12]1)([C:4]1[CH:10]=[CH:9][C:7]([CH3:8])=[CH:6][CH:5]=1)(=[O:3])=[O:2].Cl[C:33]1[O:34][C:35]2[CH:41]=[CH:40][CH:39]=[CH:38][C:36]=2[N:37]=1.C([O-])([O-])=O.[K+].[K+]. Product: [S:1]([N:11]1[C:15]2[N:16]=[CH:17][C:18]3[N:19]([C:20]([C:23]45[CH2:30][CH2:29][C:26]([NH:31][C:33]6[O:34][C:35]7[CH:41]=[CH:40][CH:39]=[CH:38][C:36]=7[N:37]=6)([CH2:27][CH2:28]4)[CH2:25][CH2:24]5)=[N:21][N:22]=3)[C:14]=2[CH:13]=[CH:12]1)([C:4]1[CH:10]=[CH:9][C:7]([CH3:8])=[CH:6][CH:5]=1)(=[O:3])=[O:2]. The catalyst class is: 3. (3) Reactant: C[Li].[CH2:3]([C:5]1[CH:6]=[CH:7][C:8]([C:11](N(OC)C)=[O:12])=[N:9][CH:10]=1)[CH3:4].[C:17](=O)(O)[O-].[Na+].C(OCC)(=O)C. Product: [CH2:3]([C:5]1[CH:6]=[CH:7][C:8]([C:11](=[O:12])[CH3:17])=[N:9][CH:10]=1)[CH3:4]. The catalyst class is: 7. (4) Reactant: C(Cl)(=O)C(Cl)=O.CS(C)=O.[C:11]([C:13]1[CH:30]=[CH:29][C:16]([O:17][CH2:18][CH2:19][N:20]([CH2:26][CH2:27][OH:28])[C:21]([N:23]([CH3:25])[CH3:24])=[O:22])=[CH:15][CH:14]=1)#[N:12].C(N(CC)CC)C. Product: [C:11]([C:13]1[CH:14]=[CH:15][C:16]([O:17][CH2:18][CH2:19][N:20]([CH2:26][CH:27]=[O:28])[C:21]([N:23]([CH3:24])[CH3:25])=[O:22])=[CH:29][CH:30]=1)#[N:12]. The catalyst class is: 4. (5) Reactant: [Cl:1][C:2]1[C:7]([C:8]2[CH:13]=[CH:12][CH:11]=[C:10]([CH2:14][CH3:15])[CH:9]=2)=[C:6]([C:16]([CH:26]2[CH2:31][CH2:30][CH2:29][N:28]([C:32]([N:34]3[CH:38]=[CH:37][N+:36]([CH3:39])=[CH:35]3)=[O:33])[CH2:27]2)([OH:25])[CH2:17][CH2:18][CH2:19][NH:20][C:21]([O:23][CH3:24])=[O:22])[CH:5]=[CH:4][CH:3]=1.N1(C(OC(C)(C)C)=O)CCNCC1. Product: [Cl:1][C:2]1[C:7]([C:8]2[CH:13]=[CH:12][CH:11]=[C:10]([CH2:14][CH3:15])[CH:9]=2)=[C:6]([C@@:16]([OH:25])([C@@H:26]2[CH2:31][CH2:30][CH2:29][N:28]([C:32]([N:34]3[CH2:38][CH2:37][NH:36][CH2:39][CH2:35]3)=[O:33])[CH2:27]2)[CH2:17][CH2:18][CH2:19][NH:20][C:21](=[O:22])[O:23][CH3:24])[CH:5]=[CH:4][CH:3]=1. The catalyst class is: 23. (6) Reactant: [CH3:1][N:2]1[CH2:15][CH2:14][C:5]2[NH:6][C:7]3[CH:8]=[CH:9][C:10]([CH3:13])=[CH:11][C:12]=3[C:4]=2[CH2:3]1.[OH-].[K+].[CH3:18][N:19]([CH3:28])[C:20]1[CH:25]=[CH:24][CH:23]=[C:22]([CH:26]=[CH2:27])[CH:21]=1. Product: [CH3:1][N:2]1[CH2:15][CH2:14][C:5]2[N:6]([CH2:27][CH2:26][C:22]3[CH:21]=[C:20]([N:19]([CH3:28])[CH3:18])[CH:25]=[CH:24][CH:23]=3)[C:7]3[CH:8]=[CH:9][C:10]([CH3:13])=[CH:11][C:12]=3[C:4]=2[CH2:3]1. The catalyst class is: 179. (7) Reactant: [NH2:1][C:2]1[CH:16]=[CH:15][C:5]([O:6][C:7]2[CH:12]=[CH:11][N:10]=[C:9]([C:13]#[N:14])[CH:8]=2)=[CH:4][CH:3]=1.[Cl:17][C:18]1[CH:23]=[C:22](Cl)[N:21]=[C:20]([NH2:25])[N:19]=1.O. Product: [NH2:25][C:20]1[N:21]=[C:22]([NH:1][C:2]2[CH:16]=[CH:15][C:5]([O:6][C:7]3[CH:12]=[CH:11][N:10]=[C:9]([C:13]#[N:14])[CH:8]=3)=[CH:4][CH:3]=2)[CH:23]=[C:18]([Cl:17])[N:19]=1. The catalyst class is: 41. (8) Reactant: B.C1COCC1.[C:7]([O:15][C:16]1[CH:17]=[C:18]2[C:22](=[CH:23][CH:24]=1)[C:21](=[O:25])[CH2:20][CH2:19]2)(=[O:14])[C:8]1[CH:13]=[CH:12][CH:11]=[CH:10][CH:9]=1. Product: [C:7]([O:15][C:16]1[CH:17]=[C:18]2[C:22](=[CH:23][CH:24]=1)[CH:21]([OH:25])[CH2:20][CH2:19]2)(=[O:14])[C:8]1[CH:9]=[CH:10][CH:11]=[CH:12][CH:13]=1. The catalyst class is: 1.